This data is from Full USPTO retrosynthesis dataset with 1.9M reactions from patents (1976-2016). The task is: Predict the reactants needed to synthesize the given product. (1) Given the product [Cl:1][C:2]1[C:7]([S:16][C:10]2[CH:15]=[CH:14][CH:13]=[CH:12][CH:11]=2)=[C:6]([NH2:9])[CH:5]=[CH:4][N:3]=1, predict the reactants needed to synthesize it. The reactants are: [Cl:1][C:2]1[C:7](I)=[C:6]([NH2:9])[CH:5]=[CH:4][N:3]=1.[C:10]1([SH:16])[CH:15]=[CH:14][CH:13]=[CH:12][CH:11]=1.C(O)CO.C(=O)([O-])[O-].[K+].[K+]. (2) The reactants are: C(=O)([O-])[O-].[K+].[K+].[I-].[Na+].[OH:9][C:10]1[CH:11]=[C:12]([CH:15]=[CH:16][C:17]=1[OH:18])[CH:13]=[O:14].[CH2:19](Br)[CH2:20][CH3:21]. Given the product [OH:9][C:10]1[CH:11]=[C:12]([CH:15]=[CH:16][C:17]=1[O:18][CH2:19][CH2:20][CH3:21])[CH:13]=[O:14], predict the reactants needed to synthesize it. (3) Given the product [Cl:1][C:2]1[C:3]([C:8]#[N:9])=[N:4][C:5]([F:10])=[CH:6][N:7]=1, predict the reactants needed to synthesize it. The reactants are: [Cl:1][C:2]1[C:3]([C:8]#[N:9])=[N:4][CH:5]=[CH:6][N:7]=1.[F:10]F. (4) Given the product [Br:18][C:13]1[CH:12]=[CH:11][C:10]2[N:9]([CH2:19][CH:20]([OH:24])[CH2:21][NH:22][C:26]3[CH:31]=[CH:30][CH:29]=[CH:28][N:27]=3)[C:8]3[C:16]([C:15]=2[CH:14]=1)=[CH:17][C:5]([Br:4])=[CH:6][CH:7]=3, predict the reactants needed to synthesize it. The reactants are: O[Li].O.[Br:4][C:5]1[CH:6]=[CH:7][C:8]2[N:9]([CH2:19][CH:20]3[O:24]C(=O)[N:22]([C:26]4[CH:31]=[CH:30][CH:29]=[CH:28][N:27]=4)[CH2:21]3)[C:10]3[C:15]([C:16]=2[CH:17]=1)=[CH:14][C:13]([Br:18])=[CH:12][CH:11]=3. (5) Given the product [CH2:26]([O:25][C:23]([N:13]1[CH:7]2[CH2:6][CH:5]([CH2:4][C:3]([O:2][CH3:1])=[O:14])[CH2:12][CH:11]1[CH2:10][O:9][CH2:8]2)=[O:24])[C:27]1[CH:32]=[CH:31][CH:30]=[CH:29][CH:28]=1, predict the reactants needed to synthesize it. The reactants are: [CH3:1][O:2][C:3](=[O:14])[CH2:4][CH:5]1[CH2:12][CH:11]2[NH:13][CH:7]([CH2:8][O:9][CH2:10]2)[CH2:6]1.C(N(CC)CC)C.Cl[C:23]([O:25][CH2:26][C:27]1[CH:32]=[CH:31][CH:30]=[CH:29][CH:28]=1)=[O:24].